Dataset: Full USPTO retrosynthesis dataset with 1.9M reactions from patents (1976-2016). Task: Predict the reactants needed to synthesize the given product. (1) Given the product [Br:18][C:19]1[CH:20]=[C:21]([CH:26]=[CH:27][C:28]=1[CH2:29][NH:1][C@@H:2]([C:5]1[CH:10]=[CH:9][C:8]([CH3:11])=[CH:7][CH:6]=1)[CH2:3][OH:4])[C:22]([O:24][CH3:25])=[O:23], predict the reactants needed to synthesize it. The reactants are: [NH2:1][C@@H:2]([C:5]1[CH:10]=[CH:9][C:8]([CH3:11])=[CH:7][CH:6]=1)[CH2:3][OH:4].C([O-])([O-])=O.[K+].[K+].[Br:18][C:19]1[CH:20]=[C:21]([CH:26]=[CH:27][C:28]=1[CH2:29]Br)[C:22]([O:24][CH3:25])=[O:23]. (2) Given the product [Br:15][C:7]1[N:6]=[C:5]2[C:10]([NH:11][CH:12]=[N:4]2)=[C:9]([Cl:13])[N:8]=1, predict the reactants needed to synthesize it. The reactants are: C([N:4]1[CH:12]=[N:11][C:10]2[C:5]1=[N:6][C:7](N)=[N:8][C:9]=2[Cl:13])(=O)C.[Br:15][Si](C)(C)C.N(OCCC(C)C)=O. (3) Given the product [Cl:1][C:2]1[CH:12]=[C:11]([NH:13][CH:14]2[CH2:15][CH2:16]2)[C:5]([C:6]([OH:8])=[O:7])=[CH:4][N:3]=1, predict the reactants needed to synthesize it. The reactants are: [Cl:1][C:2]1[CH:12]=[C:11]([NH:13][CH:14]2[CH2:16][CH2:15]2)[C:5]([C:6]([O:8]CC)=[O:7])=[CH:4][N:3]=1.O[Li].O.O. (4) Given the product [NH2:11][C:12]1[CH:20]=[CH:19][C:15]([C:16]([N:1]2[C@H:10]3[C@@H:5]([CH2:6][CH2:7][CH2:8][CH2:9]3)[CH2:4][CH2:3][CH2:2]2)=[O:17])=[CH:14][C:13]=1[N+:21]([O-:23])=[O:22], predict the reactants needed to synthesize it. The reactants are: [NH:1]1[CH:10]2[CH:5]([CH2:6][CH2:7][CH2:8][CH2:9]2)[CH2:4][CH2:3][CH2:2]1.[NH2:11][C:12]1[CH:20]=[CH:19][C:15]([C:16](O)=[O:17])=[CH:14][C:13]=1[N+:21]([O-:23])=[O:22].ON1C2C=CC=CC=2N=N1.CN(C)CCCN=C=NCC.